Dataset: Peptide-MHC class I binding affinity with 185,985 pairs from IEDB/IMGT. Task: Regression. Given a peptide amino acid sequence and an MHC pseudo amino acid sequence, predict their binding affinity value. This is MHC class I binding data. (1) The MHC is HLA-B44:02 with pseudo-sequence HLA-B44:02. The binding affinity (normalized) is 0.0847. The peptide sequence is SSLRYGNVL. (2) The peptide sequence is WTLVVLLI. The MHC is HLA-B35:01 with pseudo-sequence HLA-B35:01. The binding affinity (normalized) is 0. (3) The peptide sequence is SDRLHHDPL. The MHC is HLA-B08:02 with pseudo-sequence HLA-B08:02. The binding affinity (normalized) is 0.0847. (4) The peptide sequence is NADTGHSIY. The MHC is HLA-B15:01 with pseudo-sequence HLA-B15:01. The binding affinity (normalized) is 0.295. (5) The peptide sequence is DEISLLLAS. The MHC is HLA-B51:01 with pseudo-sequence HLA-B51:01. The binding affinity (normalized) is 0.0847. (6) The peptide sequence is YNIDRLNAL. The MHC is HLA-B40:01 with pseudo-sequence HLA-B40:01. The binding affinity (normalized) is 0.0847.